This data is from Forward reaction prediction with 1.9M reactions from USPTO patents (1976-2016). The task is: Predict the product of the given reaction. (1) Given the reactants [F:1][C:2]([F:25])([F:24])[C:3]1[CH:4]=[CH:5][C:6]([O:9][C:10]2[CH:23]=[CH:22][C:13]([O:14][CH:15]([CH3:21])[C:16](OCC)=[O:17])=[CH:12][CH:11]=2)=[N:7][CH:8]=1.[H-].[Al+3].[Li+].[H-].[H-].[H-], predict the reaction product. The product is: [F:24][C:2]([F:1])([F:25])[C:3]1[CH:4]=[CH:5][C:6]([O:9][C:10]2[CH:23]=[CH:22][C:13]([O:14][CH:15]([CH3:21])[CH2:16][OH:17])=[CH:12][CH:11]=2)=[N:7][CH:8]=1. (2) Given the reactants [C:1]1([S:11]([NH:14][C@@H:15]([CH2:19][NH:20][C:21](=[O:39])[C:22]2[CH:27]=[CH:26][C:25]([CH2:28][CH2:29][C:30](=[O:38])[NH:31][C:32]3[NH:33][CH2:34][CH2:35][CH2:36][N:37]=3)=[CH:24][CH:23]=2)[C:16]([OH:18])=[O:17])(=[O:13])=[O:12])[C:10]2[C:5](=[CH:6][CH:7]=[CH:8][CH:9]=2)[CH:4]=[CH:3][CH:2]=1.S(=O)(=O)(O)O, predict the reaction product. The product is: [CH2:4]([O:17][C:16](=[O:18])[C@@H:15]([NH:14][S:11]([C:1]1[C:10]2[C:5](=[CH:6][CH:7]=[CH:8][CH:9]=2)[CH:4]=[CH:3][CH:2]=1)(=[O:13])=[O:12])[CH2:19][NH:20][C:21](=[O:39])[C:22]1[CH:27]=[CH:26][C:25]([CH2:28][CH2:29][C:30](=[O:38])[NH:31][C:32]2[NH:37][CH2:36][CH2:35][CH2:34][N:33]=2)=[CH:24][CH:23]=1)[CH:5]([CH3:10])[CH3:6]. (3) Given the reactants [C:1]([C:5]1[CH:6]=[CH:7][C:8]([O:12][CH3:13])=[C:9]([NH2:11])[CH:10]=1)([CH3:4])([CH3:3])[CH3:2].C[O:15][C:16](=O)[C:17]1[CH:22]=[CH:21][C:20]([CH3:23])=[C:19]([N:24]2[CH:28]=[C:27]([C:29]3[CH:30]=[N:31][N:32]([C:36]4[CH:41]=[CH:40][CH:39]=[CH:38][CH:37]=4)[C:33]=3[CH2:34][CH3:35])[N:26]=[CH:25]2)[CH:18]=1, predict the reaction product. The product is: [C:1]([C:5]1[CH:6]=[CH:7][C:8]([O:12][CH3:13])=[C:9]([NH:11][C:16](=[O:15])[C:17]2[CH:22]=[CH:21][C:20]([CH3:23])=[C:19]([N:24]3[CH:28]=[C:27]([C:29]4[CH:30]=[N:31][N:32]([C:36]5[CH:41]=[CH:40][CH:39]=[CH:38][CH:37]=5)[C:33]=4[CH2:34][CH3:35])[N:26]=[CH:25]3)[CH:18]=2)[CH:10]=1)([CH3:4])([CH3:2])[CH3:3].